This data is from Catalyst prediction with 721,799 reactions and 888 catalyst types from USPTO. The task is: Predict which catalyst facilitates the given reaction. Reactant: [CH3:1][O:2][C:3]1[CH:4]=[C:5]2[C:10](=[CH:11][CH:12]=1)[C:9]([O:13][C:14]1[CH:19]=[CH:18][C:17]([O:20][CH2:21][CH2:22][N:23]3[CH2:28][CH2:27][CH2:26][CH2:25][CH2:24]3)=[CH:16][CH:15]=1)=[C:8]([C:29]1[S:33][C:32]([C:34]([NH2:36])=O)=[CH:31][CH:30]=1)[CH:7]=[CH:6]2.P(Cl)(Cl)([Cl:39])=O.Cl. Product: [ClH:39].[CH3:1][O:2][C:3]1[CH:4]=[C:5]2[C:10](=[CH:11][CH:12]=1)[C:9]([O:13][C:14]1[CH:15]=[CH:16][C:17]([O:20][CH2:21][CH2:22][N:23]3[CH2:28][CH2:27][CH2:26][CH2:25][CH2:24]3)=[CH:18][CH:19]=1)=[C:8]([C:29]1[S:33][C:32]([C:34]#[N:36])=[CH:31][CH:30]=1)[CH:7]=[CH:6]2. The catalyst class is: 4.